Task: Regression/Classification. Given a drug SMILES string, predict its absorption, distribution, metabolism, or excretion properties. Task type varies by dataset: regression for continuous measurements (e.g., permeability, clearance, half-life) or binary classification for categorical outcomes (e.g., BBB penetration, CYP inhibition). Dataset: b3db_classification.. Dataset: Blood-brain barrier permeability classification from the B3DB database The molecule is CCN(CC)CC(=O)Nc1c(C)cccc1C. The result is 1 (penetrates BBB).